Dataset: Forward reaction prediction with 1.9M reactions from USPTO patents (1976-2016). Task: Predict the product of the given reaction. (1) Given the reactants [Al+3:1].[Cl-:2].[Cl-].[Cl-].[O:5]1[CH2:9][CH2:8][CH2:7][CH2:6]1, predict the reaction product. The product is: [Al+3:1].[Cl-:2].[Cl-:2].[Cl-:2].[O:5]1[CH2:9][CH2:8][CH2:7][CH2:6]1. (2) Given the reactants [CH3:1][C:2]1([CH2:8][O:9][C:10]2[CH:15]=[CH:14][C:13](B3OC(C)(C)C(C)(C)O3)=[C:12]([CH3:25])[CH:11]=2)[CH2:5][S:4](=[O:7])(=[O:6])[CH2:3]1.Br[C:27]1[C:28]2[CH:35]=[C:34]([CH:36]=[O:37])[CH:33]=[CH:32][C:29]=2[S:30][CH:31]=1.C([O-])([O-])=O.[Cs+].[Cs+], predict the reaction product. The product is: [CH3:25][C:12]1[CH:11]=[C:10]([O:9][CH2:8][C:2]2([CH3:1])[CH2:3][S:4](=[O:6])(=[O:7])[CH2:5]2)[CH:15]=[CH:14][C:13]=1[C:27]1[C:28]2[CH:35]=[C:34]([CH:36]=[O:37])[CH:33]=[CH:32][C:29]=2[S:30][CH:31]=1. (3) Given the reactants [NH2:1][C:2]1[C:14]2[C:13]3[C:8](=[CH:9][CH:10]=[C:11]([Cl:15])[CH:12]=3)[NH:7][C:6]=2[CH:5]=[N:4][CH:3]=1.C1COCC1.[F:21][C:22]([F:33])([F:32])[C:23](O[C:23](=[O:24])[C:22]([F:33])([F:32])[F:21])=[O:24], predict the reaction product. The product is: [Cl:15][C:11]1[CH:12]=[C:13]2[C:8](=[CH:9][CH:10]=1)[NH:7][C:6]1[CH:5]=[N:4][CH:3]=[C:2]([NH:1][C:23](=[O:24])[C:22]([F:33])([F:32])[F:21])[C:14]2=1. (4) Given the reactants [F:1][C:2]1[CH:3]=[C:4]([CH:18]=[CH:19][CH:20]=1)[C:5]([C:7]1[CH:15]=[CH:14][C:13]([O:16][CH3:17])=[CH:12][C:8]=1[C:9](O)=[O:10])=O.O.[NH2:22][NH2:23], predict the reaction product. The product is: [F:1][C:2]1[CH:3]=[C:4]([C:5]2[C:7]3[C:8](=[CH:12][C:13]([O:16][CH3:17])=[CH:14][CH:15]=3)[C:9](=[O:10])[NH:23][N:22]=2)[CH:18]=[CH:19][CH:20]=1. (5) Given the reactants [C:1]([NH:5][C:6]([C:8]1[CH:9]=[C:10]([CH:48]=[CH:49][CH:50]=1)[O:11][C:12]1[CH:17]=[CH:16][C:15]([NH:18][C:19]2[N:24]=[CH:23][N:22]=[C:21]([N:25]([CH2:36][C:37]3[CH:42]=[CH:41][C:40]([O:43][CH3:44])=[CH:39][CH:38]=3)[CH2:26][CH2:27][CH2:28][C:29]([O:31][C:32](C)(C)C)=[O:30])[C:20]=2[CH:45]=O)=[CH:14][C:13]=1[Cl:47])=[O:7])([CH3:4])([CH3:3])[CH3:2].C[O-].[Na+].CO.C(=O)(OC)OC, predict the reaction product. The product is: [C:1]([NH:5][C:6]([C:8]1[CH:9]=[C:10]([CH:48]=[CH:49][CH:50]=1)[O:11][C:12]1[CH:17]=[CH:16][C:15]([NH:18][C:19]2[C:20]3[CH:45]=[C:28]([C:29]([O:31][CH3:32])=[O:30])[CH2:27][CH2:26][N:25]([CH2:36][C:37]4[CH:42]=[CH:41][C:40]([O:43][CH3:44])=[CH:39][CH:38]=4)[C:21]=3[N:22]=[CH:23][N:24]=2)=[CH:14][C:13]=1[Cl:47])=[O:7])([CH3:2])([CH3:3])[CH3:4]. (6) Given the reactants [NH2:1][C:2]1[CH:7]=[CH:6][C:5]([CH2:8][N:9]([C:24]2[CH:29]=[CH:28][C:27]([CH:30]([CH3:32])[CH3:31])=[CH:26][CH:25]=2)[C:10]([CH:12]2[C:21]3[C:16](=[CH:17][CH:18]=[C:19]([O:22][CH3:23])[CH:20]=3)[CH2:15][CH2:14][CH2:13]2)=[O:11])=[CH:4][CH:3]=1.[CH2:33](Br)[C:34]1[CH:39]=[CH:38][CH:37]=[CH:36][CH:35]=1, predict the reaction product. The product is: [CH2:33]([NH:1][C:2]1[CH:7]=[CH:6][C:5]([CH2:8][N:9]([C:24]2[CH:25]=[CH:26][C:27]([CH:30]([CH3:32])[CH3:31])=[CH:28][CH:29]=2)[C:10]([CH:12]2[C:21]3[C:16](=[CH:17][CH:18]=[C:19]([O:22][CH3:23])[CH:20]=3)[CH2:15][CH2:14][CH2:13]2)=[O:11])=[CH:4][CH:3]=1)[C:34]1[CH:39]=[CH:38][CH:37]=[CH:36][CH:35]=1. (7) Given the reactants [CH:1]1([N:7]([CH3:13])[S:8]([CH:11]=[CH2:12])(=[O:10])=[O:9])[CH2:6][CH2:5][CH2:4][CH2:3][CH2:2]1.CO.[NH3:16], predict the reaction product. The product is: [CH:1]1([N:7]([CH3:13])[S:8]([CH2:11][CH2:12][NH2:16])(=[O:10])=[O:9])[CH2:2][CH2:3][CH2:4][CH2:5][CH2:6]1.